Task: Regression/Classification. Given a drug SMILES string, predict its absorption, distribution, metabolism, or excretion properties. Task type varies by dataset: regression for continuous measurements (e.g., permeability, clearance, half-life) or binary classification for categorical outcomes (e.g., BBB penetration, CYP inhibition). Dataset: cyp2d6_veith.. Dataset: CYP2D6 inhibition data for predicting drug metabolism from PubChem BioAssay (1) The drug is Cc1oc(-c2cccc(Cl)c2)[n+]([O-])c1C.Cl. The result is 0 (non-inhibitor). (2) The molecule is O=C(O)CNC(=O)c1ccccc1O. The result is 0 (non-inhibitor). (3) The result is 0 (non-inhibitor). The drug is Cc1ccc(S(=O)ON2CCC(C(=O)O)(c3ccccc3)CC2)cc1. (4) The molecule is O=C(NCCCN1CCCC1=O)Nc1ccc(F)c(Cl)c1. The result is 0 (non-inhibitor).